From a dataset of Catalyst prediction with 721,799 reactions and 888 catalyst types from USPTO. Predict which catalyst facilitates the given reaction. (1) Reactant: [F:1]/[C:2](=[CH:23]\[C:24]1[CH:29]=[CH:28][C:27]([N:30]2[CH:34]=[C:33]([CH3:35])[N:32]=[CH:31]2)=[C:26]([O:36][CH3:37])[CH:25]=1)/[C:3]([NH:5][NH:6][C:7](=O)[CH:8]([C:13]1[CH:18]=[C:17]([F:19])[C:16]([F:20])=[C:15]([F:21])[CH:14]=1)[CH2:9][CH2:10][CH2:11][Cl:12])=[O:4]. Product: [Cl:12][CH2:11][CH2:10][CH2:9][CH:8]([C:7]1[O:4][C:3](/[C:2](/[F:1])=[CH:23]/[C:24]2[CH:29]=[CH:28][C:27]([N:30]3[CH:34]=[C:33]([CH3:35])[N:32]=[CH:31]3)=[C:26]([O:36][CH3:37])[CH:25]=2)=[N:5][N:6]=1)[C:13]1[CH:18]=[C:17]([F:19])[C:16]([F:20])=[C:15]([F:21])[CH:14]=1. The catalyst class is: 286. (2) Reactant: [NH2:1][CH2:2][C:3]1[N:4]=[C:5]([C:23]2[CH:28]=[CH:27][C:26]([C:29]([F:32])([F:31])[F:30])=[CH:25][CH:24]=2)[S:6][C:7]=1[CH2:8][O:9][C:10]1[CH:15]=[CH:14][C:13]([C:16]2[NH:20][C:19](=[O:21])[O:18][N:17]=2)=[C:12]([F:22])[CH:11]=1.N1C=CC=CC=1.[C:39](OC(=O)C)(=[O:41])[CH3:40].O. Product: [F:22][C:12]1[CH:11]=[C:10]([CH:15]=[CH:14][C:13]=1[C:16]1[NH:20][C:19](=[O:21])[O:18][N:17]=1)[O:9][CH2:8][C:7]1[S:6][C:5]([C:23]2[CH:28]=[CH:27][C:26]([C:29]([F:31])([F:30])[F:32])=[CH:25][CH:24]=2)=[N:4][C:3]=1[CH2:2][NH:1][C:39](=[O:41])[CH3:40]. The catalyst class is: 4. (3) Reactant: [C:1]([O:5][C:6](=[O:18])[NH:7][CH:8]1[CH2:13][CH2:12][N:11]([CH2:14][CH:15](O)[CH3:16])[CH2:10][CH2:9]1)([CH3:4])([CH3:3])[CH3:2].CCN(S(F)(F)[F:25])CC. Product: [C:1]([O:5][C:6](=[O:18])[NH:7][CH:8]1[CH2:13][CH2:12][N:11]([CH2:14][CH:15]([F:25])[CH3:16])[CH2:10][CH2:9]1)([CH3:4])([CH3:3])[CH3:2]. The catalyst class is: 2. (4) Reactant: [Cl:1][C:2]1[C:3]([O:32]C)=[C:4]([NH:12][C:13]2[C:22]3[C:17](=[CH:18][C:19]([O:25][CH2:26][CH2:27][O:28][CH3:29])=[C:20]([O:23][CH3:24])[CH:21]=3)[N:16]=[CH:15]C=2C#N)[CH:5]=[C:6]([O:10]C)[C:7]=1[O:8][CH3:9].O.C(#[N:37])C. The catalyst class is: 389. Product: [Cl:1][C:2]1[C:3](=[O:32])[C:4]([NH:12][C:13]2[C:22]3[C:17](=[CH:18][C:19]([O:25][CH2:26][CH2:27][O:28][CH3:29])=[C:20]([O:23][CH3:24])[CH:21]=3)[N:16]=[CH:15][N:37]=2)=[CH:5][C:6](=[O:10])[C:7]=1[O:8][CH3:9]. (5) Reactant: [OH:1][C:2]1[CH:7]=[CH:6][C:5]([C:8]2[CH:9]=[C:10]3[C:14](=[CH:15][CH:16]=2)[CH2:13][CH:12]([C:17]([O:19]C)=[O:18])[CH2:11]3)=[CH:4][CH:3]=1.Cl[CH2:22][C:23]1[C:24]([C:31]2[C:36]([Cl:37])=[CH:35][CH:34]=[CH:33][C:32]=2[Cl:38])=[N:25][O:26][C:27]=1[CH:28]([CH3:30])[CH3:29].C(=O)([O-])[O-].[K+].[K+].[OH-].[Na+]. Product: [Cl:37][C:36]1[CH:35]=[CH:34][CH:33]=[C:32]([Cl:38])[C:31]=1[C:24]1[C:23]([CH2:22][O:1][C:2]2[CH:7]=[CH:6][C:5]([C:8]3[CH:9]=[C:10]4[C:14](=[CH:15][CH:16]=3)[CH2:13][CH:12]([C:17]([OH:19])=[O:18])[CH2:11]4)=[CH:4][CH:3]=2)=[C:27]([CH:28]([CH3:30])[CH3:29])[O:26][N:25]=1. The catalyst class is: 42. (6) Reactant: FC(F)(F)C(O)=O.[C:8]([O:11][CH:12]1[CH2:17][CH2:16][N:15](C(OC(C)(C)C)=O)[CH2:14][CH2:13]1)(=[O:10])[CH3:9]. Product: [C:8]([O:11][CH:12]1[CH2:17][CH2:16][NH:15][CH2:14][CH2:13]1)(=[O:10])[CH3:9]. The catalyst class is: 4. (7) Reactant: [CH2:1]1[O:11][C:4]2([CH2:9][CH2:8][C:7](=O)[CH2:6][CH2:5]2)[O:3][CH2:2]1.[F:12][C:13]1[CH:18]=[CH:17][C:16]([Mg]Br)=[CH:15][CH:14]=1. Product: [F:12][C:13]1[CH:18]=[CH:17][C:16]([C:7]2[CH2:8][CH2:9][C:4]3([O:11][CH2:1][CH2:2][O:3]3)[CH2:5][CH:6]=2)=[CH:15][CH:14]=1. The catalyst class is: 1. (8) Reactant: [H-].[Na+].[F:3][C:4]1[CH:12]=[CH:11][CH:10]=[C:9]2[C:5]=1[C:6]([I:13])=[N:7][NH:8]2.[Cl:14][C:15]1[CH:23]=[CH:22][CH:21]=[C:20]([C:24]([F:27])([F:26])[F:25])[C:16]=1[C:17](Cl)=[O:18]. Product: [Cl:14][C:15]1[CH:23]=[CH:22][CH:21]=[C:20]([C:24]([F:26])([F:27])[F:25])[C:16]=1[C:17]([N:8]1[C:9]2[C:5](=[C:4]([F:3])[CH:12]=[CH:11][CH:10]=2)[C:6]([I:13])=[N:7]1)=[O:18]. The catalyst class is: 1. (9) Reactant: C([O:5][C:6]([CH:8]1[CH:12]([C:13]2[S:14][C:15]([Br:19])=[C:16]([Br:18])[CH:17]=2)[CH2:11][N:10]([CH2:20][C:21]2[CH:26]=[CH:25][CH:24]=[CH:23][CH:22]=2)[CH2:9]1)=[O:7])(C)(C)C.[F:27][C:28]([F:33])([F:32])[C:29]([OH:31])=[O:30]. Product: [F:27][C:28]([F:33])([F:32])[C:29]([OH:31])=[O:30].[CH2:20]([N:10]1[CH2:11][CH:12]([C:13]2[S:14][C:15]([Br:19])=[C:16]([Br:18])[CH:17]=2)[CH:8]([C:6]([OH:7])=[O:5])[CH2:9]1)[C:21]1[CH:26]=[CH:25][CH:24]=[CH:23][CH:22]=1. The catalyst class is: 2.